Predict the reaction yield, written as a fraction of the theoretical maximum amount of product (1.0 means a 100% yield; for example, 0.34 means a 34% yield). From a dataset of Reaction yield outcomes from USPTO patents with 853,638 reactions. The reactants are [F:1][C:2]1([F:17])[CH2:7][CH2:6][C:5]([CH2:15][NH2:16])([C:8]2[CH:9]=[N:10][C:11]([F:14])=[CH:12][CH:13]=2)[CH2:4][CH2:3]1.[Cl:18][C:19]1[C:27]([Cl:28])=[CH:26][CH:25]=[CH:24][C:20]=1[C:21](O)=[O:22].C1C=CC2N(O)N=NC=2C=1.CCN=C=NCCCN(C)C.Cl.CCN(C(C)C)C(C)C. The catalyst is CN(C=O)C.O. The product is [Cl:18][C:19]1[C:27]([Cl:28])=[CH:26][CH:25]=[CH:24][C:20]=1[C:21]([NH:16][CH2:15][C:5]1([C:8]2[CH:9]=[N:10][C:11]([F:14])=[CH:12][CH:13]=2)[CH2:4][CH2:3][C:2]([F:1])([F:17])[CH2:7][CH2:6]1)=[O:22]. The yield is 0.380.